Dataset: Catalyst prediction with 721,799 reactions and 888 catalyst types from USPTO. Task: Predict which catalyst facilitates the given reaction. (1) Reactant: [NH2:1][CH2:2][CH2:3][CH2:4][CH2:5][CH2:6][C:7]([N:9]1[CH2:13][CH:12]([OH:14])[CH2:11][CH:10]1[CH:15]([C:34]1[CH:39]=[CH:38][CH:37]=[CH:36][CH:35]=1)[O:16][CH:17]([C:26]1[CH:31]=[CH:30][C:29]([O:32][CH3:33])=[CH:28][CH:27]=1)[C:18]1[CH:23]=[CH:22][C:21]([O:24][CH3:25])=[CH:20][CH:19]=1)=[O:8].C(N([CH2:45][CH3:46])CC)C.[CH3:47][C@@H:48]([C@@H:55]1[C@@:59]2([CH3:77])[CH2:60][CH2:61][CH:62]3[C@@:67]4([CH3:76])[CH2:68][CH2:69][CH:70]([O:72][C:73](Cl)=[O:74])[CH2:71][C:66]4=[CH:65][CH2:64][CH:63]3[CH:58]2[CH2:57][CH2:56]1)CCCC(C)C.CO.C(Cl)(Cl)Cl. Product: [CH3:76][C:67]12[CH2:68][CH2:69][CH:70]([O:72][C:73](=[O:74])[NH:1][CH2:2][CH2:3][CH2:4][CH2:5][CH2:6][C:7]([N:9]3[CH2:13][CH:12]([OH:14])[CH2:11][CH:10]3[CH:15]([C:34]3[CH:39]=[CH:38][CH:37]=[CH:36][CH:35]=3)[O:16][CH:17]([C:26]3[CH:31]=[CH:30][C:29]([O:32][CH3:33])=[CH:28][CH:27]=3)[C:18]3[CH:23]=[CH:22][C:21]([O:24][CH3:25])=[CH:20][CH:19]=3)=[O:8])[CH2:71][C:66]1=[CH:65][CH2:64][CH:63]1[CH:62]2[CH2:61][CH2:60][C:59]2([CH3:77])[CH:58]1[CH2:57][CH2:56][CH:55]2[CH2:48][CH2:47][CH2:2][CH2:3][CH2:4][CH2:5][CH2:45][CH3:46]. The catalyst class is: 4. (2) Reactant: [O:1]=[C:2]1[CH2:6][CH2:5][CH2:4][N:3]1[CH:7]([CH3:24])[C:8]([NH:10][C:11]1[CH:23]=[CH:22][C:14]([C:15]([O:17]C(C)(C)C)=[O:16])=[CH:13][CH:12]=1)=[O:9].C(O)(C(F)(F)F)=O. Product: [O:1]=[C:2]1[CH2:6][CH2:5][CH2:4][N:3]1[CH:7]([CH3:24])[C:8]([NH:10][C:11]1[CH:23]=[CH:22][C:14]([C:15]([OH:17])=[O:16])=[CH:13][CH:12]=1)=[O:9]. The catalyst class is: 2. (3) Reactant: [CH3:1][C:2]1[CH:3]=[C:4]([N:9]2[C:13](=[O:14])[C:12](=[N:15][NH:16][C:17]3[C:18]([OH:34])=[C:19]([C:23]4[CH:28]=[CH:27][CH:26]=[C:25]([C:29]5[NH:33][N:32]=[N:31][N:30]=5)[CH:24]=4)[CH:20]=[CH:21][CH:22]=3)[C:11]([CH3:35])=[N:10]2)[CH:5]=[CH:6][C:7]=1[CH3:8].C(O)C.[OH-].[OH:40][CH2:41][CH2:42][N+:43]([CH3:46])([CH3:45])[CH3:44].O. Product: [OH:40][CH2:41][CH2:42][N+:43]([CH3:46])([CH3:45])[CH3:44].[CH3:1][C:2]1[CH:3]=[C:4]([N:9]2[C:13](=[O:14])[C:12](=[N:15][NH:16][C:17]3[C:18]([OH:34])=[C:19]([C:23]4[CH:28]=[CH:27][CH:26]=[C:25]([C:29]5[NH:30][N:31]=[N:32][N:33]=5)[CH:24]=4)[CH:20]=[CH:21][CH:22]=3)[C:11]([CH3:35])=[N:10]2)[CH:5]=[CH:6][C:7]=1[CH3:8]. The catalyst class is: 370. (4) Reactant: C[O:2][C:3](=[O:34])[CH2:4][O:5][C:6]1[CH:15]=[CH:14][C:13]([Cl:16])=[C:12]2[C:7]=1[C:8]([CH3:33])=[C:9]([CH2:21][C:22]1[CH:27]=[CH:26][C:25]([S:28]([CH3:31])(=[O:30])=[O:29])=[CH:24][C:23]=1[Cl:32])[C:10]([O:17][CH:18]([F:20])[F:19])=[N:11]2.CO.[OH-].[Li+]. Product: [Cl:16][C:13]1[CH:14]=[CH:15][C:6]([O:5][CH2:4][C:3]([OH:34])=[O:2])=[C:7]2[C:12]=1[N:11]=[C:10]([O:17][CH:18]([F:19])[F:20])[C:9]([CH2:21][C:22]1[CH:27]=[CH:26][C:25]([S:28]([CH3:31])(=[O:29])=[O:30])=[CH:24][C:23]=1[Cl:32])=[C:8]2[CH3:33]. The catalyst class is: 6. (5) Reactant: [CH3:1][N:2]([CH3:20])[CH2:3][C:4]([N:6]1[C:15]2[C:10](=[CH:11][C:12]([CH3:19])=[C:13]([N+:16]([O-])=O)[CH:14]=2)[CH2:9][CH2:8][CH2:7]1)=[O:5]. The catalyst class is: 19. Product: [CH3:20][N:2]([CH2:3][C:4]([N:6]1[C:15]2[C:10](=[CH:11][C:12]([CH3:19])=[C:13]([NH2:16])[CH:14]=2)[CH2:9][CH2:8][CH2:7]1)=[O:5])[CH3:1]. (6) Reactant: [O:1]=[C:2]1[NH:6][C:5](=[O:7])[C:4]2([CH2:12][CH2:11][N:10]([C:13]([O:15][C:16]([CH3:19])([CH3:18])[CH3:17])=[O:14])[CH2:9][CH2:8]2)[NH:3]1.[CH3:20][O:21][C:22](=[O:46])[C@H:23]([CH2:44]O)[NH:24][C:25]([C:38]1[CH:43]=[CH:42][CH:41]=[CH:40][CH:39]=1)([C:32]1[CH:37]=[CH:36][CH:35]=[CH:34][CH:33]=1)[C:26]1[CH:31]=[CH:30][CH:29]=[CH:28][CH:27]=1.C1(P(C2C=CC=CC=2)C2C=CC=CC=2)C=CC=CC=1.N(C(OCC)=O)=NC(OCC)=O. Product: [CH3:20][O:21][C:22]([C@@H:23]([NH:24][C:25]([C:38]1[CH:43]=[CH:42][CH:41]=[CH:40][CH:39]=1)([C:26]1[CH:27]=[CH:28][CH:29]=[CH:30][CH:31]=1)[C:32]1[CH:37]=[CH:36][CH:35]=[CH:34][CH:33]=1)[CH2:44][N:6]1[C:5](=[O:7])[C:4]2([CH2:8][CH2:9][N:10]([C:13]([O:15][C:16]([CH3:19])([CH3:18])[CH3:17])=[O:14])[CH2:11][CH2:12]2)[NH:3][C:2]1=[O:1])=[O:46]. The catalyst class is: 1. (7) Reactant: [Cl:1][C:2]1[C:7]([O:8][CH3:9])=[CH:6][C:5]([O:10][CH3:11])=[C:4]([Cl:12])[C:3]=1[C:13]1[C:24](=[O:25])[NH:23][C:16]2[N:17]=[C:18]([S:21][CH3:22])[N:19]=[CH:20][C:15]=2[CH:14]=1.C([O-])([O-])=O.[K+].[K+].I[CH2:33][CH2:34][CH2:35][N:36]1[CH2:41][CH2:40][N:39]([C:42]([O:44][C:45]([CH3:48])([CH3:47])[CH3:46])=[O:43])[CH2:38][CH2:37]1. Product: [Cl:1][C:2]1[C:7]([O:8][CH3:9])=[CH:6][C:5]([O:10][CH3:11])=[C:4]([Cl:12])[C:3]=1[C:13]1[C:24](=[O:25])[N:23]([CH2:33][CH2:34][CH2:35][N:36]2[CH2:41][CH2:40][N:39]([C:42]([O:44][C:45]([CH3:46])([CH3:48])[CH3:47])=[O:43])[CH2:38][CH2:37]2)[C:16]2[N:17]=[C:18]([S:21][CH3:22])[N:19]=[CH:20][C:15]=2[CH:14]=1. The catalyst class is: 21. (8) Reactant: [C:1]([O:5][C:6](=[O:19])[NH:7][CH2:8][CH2:9][C:10]1[CH:15]=[C:14]([F:16])[C:13]([OH:17])=[C:12]([F:18])[CH:11]=1)([CH3:4])([CH3:3])[CH3:2].Cl[C:21]1[CH:28]=[CH:27][C:24]([C:25]#[N:26])=[CH:23][N:22]=1.[H-].[Na+].O. Product: [C:1]([O:5][C:6](=[O:19])[NH:7][CH2:8][CH2:9][C:10]1[CH:15]=[C:14]([F:16])[C:13]([O:17][C:21]2[CH:28]=[CH:27][C:24]([C:25]#[N:26])=[CH:23][N:22]=2)=[C:12]([F:18])[CH:11]=1)([CH3:4])([CH3:2])[CH3:3]. The catalyst class is: 16. (9) Reactant: [CH:1]([CH2:3][C:4]1[CH:13]=[CH:12][C:7]([C:8]([O:10][CH3:11])=[O:9])=[CH:6][CH:5]=1)=O.[Cl:14][C:15]1[CH:20]=[CH:19][C:18]([N+:21]#[C-:22])=[CH:17][CH:16]=1.[CH3:23][O:24][C:25]1[CH:30]=[C:29]([O:31][CH3:32])[CH:28]=[CH:27][C:26]=1[CH2:33][NH2:34].[C:35](O)(=[O:42])[C:36]1[CH:41]=[CH:40][CH:39]=[CH:38][CH:37]=1.C([OH:49])C(F)(F)F. Product: [C:35]([N:34]([CH2:33][C:26]1[CH:27]=[CH:28][C:29]([O:31][CH3:32])=[CH:30][C:25]=1[O:24][CH3:23])[CH:1]([C:22]([NH:21][C:18]1[CH:19]=[CH:20][C:15]([Cl:14])=[CH:16][CH:17]=1)=[O:49])[CH2:3][C:4]1[CH:13]=[CH:12][C:7]([C:8]([O:10][CH3:11])=[O:9])=[CH:6][CH:5]=1)(=[O:42])[C:36]1[CH:41]=[CH:40][CH:39]=[CH:38][CH:37]=1. The catalyst class is: 5. (10) Reactant: [CH2:1]([O:3][C:4](=[O:20])[CH:5]([O:16][CH:17]([CH3:19])[CH3:18])[CH2:6][C:7]1[CH:12]=[CH:11][C:10]([OH:13])=[C:9]([O:14][CH3:15])[CH:8]=1)[CH3:2].C(OC(=O)COC(C)C)C.C(OC1C=CC(C=O)=CC=1OC)C1C=CC=CC=1.[CH3:49][C:50]1[S:54][C:53]([C:55]2[CH:60]=[CH:59][C:58]([CH3:61])=[CH:57][CH:56]=2)=[N:52][C:51]=1[CH2:62][CH2:63]O.COC(=O)CC(=O)C(Br)C.CC1C=CC(C(N)=S)=CC=1.C1(P(C2C=CC=CC=2)C2C=CC=CC=2)C=CC=CC=1.N(C(OCC)=O)=NC(OCC)=O. Product: [CH2:1]([O:3][C:4](=[O:20])[CH:5]([O:16][CH:17]([CH3:19])[CH3:18])[CH2:6][C:7]1[CH:12]=[CH:11][C:10]([O:13][CH2:63][CH2:62][C:51]2[N:52]=[C:53]([C:55]3[CH:56]=[CH:57][C:58]([CH3:61])=[CH:59][CH:60]=3)[S:54][C:50]=2[CH3:49])=[C:9]([O:14][CH3:15])[CH:8]=1)[CH3:2]. The catalyst class is: 7.